From a dataset of Forward reaction prediction with 1.9M reactions from USPTO patents (1976-2016). Predict the product of the given reaction. (1) Given the reactants C(O)(C(F)(F)F)=O.[F:8][C:9]1[CH:14]=[CH:13][C:12]([S:15]([N:18]([C:27]2[C:36]([C:37]([O:39][CH3:40])=[O:38])=[C:35]3[C:30]([C:31]4[CH:43]=[CH:42][O:41][C:32]=4[CH2:33][O:34]3)=[CH:29][CH:28]=2)COCC[Si](C)(C)C)(=[O:17])=[O:16])=[C:11](/[CH:44]=[CH:45]\[CH2:46][N:47]2[CH2:52][CH2:51][O:50][CH2:49][CH2:48]2)[CH:10]=1.C(=O)([O-])[O-].[K+].[K+], predict the reaction product. The product is: [F:8][C:9]1[CH:14]=[CH:13][C:12]([S:15]([NH:18][C:27]2[C:36]([C:37]([O:39][CH3:40])=[O:38])=[C:35]3[C:30]([C:31]4[CH:43]=[CH:42][O:41][C:32]=4[CH2:33][O:34]3)=[CH:29][CH:28]=2)(=[O:16])=[O:17])=[C:11](/[CH:44]=[CH:45]\[CH2:46][N:47]2[CH2:48][CH2:49][O:50][CH2:51][CH2:52]2)[CH:10]=1. (2) Given the reactants [CH3:1][C:2]([C:11]1[CH:12]=[CH:13][C:14]([OH:17])=[CH:15][CH:16]=1)([C:4]1[CH:5]=[CH:6][C:7]([OH:10])=[CH:8][CH:9]=1)[CH3:3].[SiH2:18]([C:27]1[CH:32]=[CH:31][CH:30]=[CH:29][C:28]=1[OH:33])[O:19][C:20]1[CH:25]=[CH:24][CH:23]=[CH:22][C:21]=1[OH:26].[C:34]1([O:44][CH3:45])[C:35](=[CH:37][CH:38]=[C:39]([CH:43]=1)[CH2:40][CH:41]=[CH2:42])[OH:36].C(C1C=CC(O)=CC=1)(C1C=CC=CC=1)(C)C.C(Cl)(Cl)=O.[OH-].[Na+], predict the reaction product. The product is: [CH3:3][C:2]([C:4]1[CH:5]=[CH:6][C:7]([OH:10])=[CH:8][CH:9]=1)([C:11]1[CH:12]=[CH:13][C:14]([OH:17])=[CH:15][CH:16]=1)[CH3:1].[SiH2:18]([C:27]1[CH:32]=[CH:31][CH:30]=[CH:29][C:28]=1[OH:33])[O:19][C:20]1[CH:25]=[CH:24][CH:23]=[CH:22][C:21]=1[OH:26].[C:34]1([O:44][CH3:45])[C:35](=[CH:37][CH:38]=[C:39]([CH:43]=1)[CH2:40][CH:41]=[CH2:42])[OH:36]. (3) Given the reactants [C:1]([N:4]1[C@H:8]([C@H:9]([OH:12])CO)[C@@H:7]([OH:13])[CH2:6][NH:5]1)(=[O:3])[CH3:2].I([O-])(=O)(=O)=O.[Na+].[BH4-].[Na+], predict the reaction product. The product is: [C:1]([N:4]1[C@H:8]([CH2:9][OH:12])[C@@H:7]([OH:13])[CH2:6][NH:5]1)(=[O:3])[CH3:2]. (4) Given the reactants [C:1]([N:5]1[CH2:22][CH:21]([CH2:23][OH:24])[O:20][C:7]2([CH2:12][CH2:11][N:10]([C:13]([O:15][C:16]([CH3:19])([CH3:18])[CH3:17])=[O:14])[CH2:9][CH2:8]2)[CH2:6]1)([CH3:4])([CH3:3])[CH3:2].[H-].[Na+].[CH3:27]I, predict the reaction product. The product is: [C:1]([N:5]1[CH2:22][CH:21]([CH2:23][O:24][CH3:27])[O:20][C:7]2([CH2:12][CH2:11][N:10]([C:13]([O:15][C:16]([CH3:17])([CH3:18])[CH3:19])=[O:14])[CH2:9][CH2:8]2)[CH2:6]1)([CH3:2])([CH3:3])[CH3:4]. (5) Given the reactants [C:1]1([C:7]2[O:11][N:10]=[CH:9][C:8]=2/[CH:12]=[CH:13]/[C:14]([OH:16])=O)[CH:6]=[CH:5][CH:4]=[CH:3][CH:2]=1.[CH2:17]([N:19](CC)CC)[CH3:18].C(Cl)(=O)OCC.C(N)C, predict the reaction product. The product is: [CH2:17]([NH:19][C:14](=[O:16])/[CH:13]=[CH:12]/[C:8]1[CH:9]=[N:10][O:11][C:7]=1[C:1]1[CH:2]=[CH:3][CH:4]=[CH:5][CH:6]=1)[CH3:18]. (6) Given the reactants [Cl:1][C:2]1[N:6]([C:7]2[N:11]([CH3:12])[N:10]=[CH:9][CH:8]=2)[CH:5]=[C:4]([C:13]([NH:15][C@@H:16]([CH2:29][C:30]2[CH:35]=[CH:34][CH:33]=[C:32]([F:36])[CH:31]=2)[CH2:17][N:18]2C(=O)C3C(=CC=CC=3)C2=O)=[O:14])[CH:3]=1.ClC1C=NN(C)C=1N1C=CC(C(N[C@@H](CC2C=CC=C(F)C=2)CN2C(=O)C3C(=CC=CC=3)C2=O)=O)=C1.CO.NN, predict the reaction product. The product is: [NH2:18][CH2:17][C@@H:16]([NH:15][C:13]([C:4]1[CH:3]=[C:2]([Cl:1])[N:6]([C:7]2[N:11]([CH3:12])[N:10]=[CH:9][CH:8]=2)[CH:5]=1)=[O:14])[CH2:29][C:30]1[CH:35]=[CH:34][CH:33]=[C:32]([F:36])[CH:31]=1. (7) Given the reactants [CH3:1][C:2]1[CH:9]=[CH:8][C:5]([CH2:6][NH2:7])=[CH:4][CH:3]=1, predict the reaction product. The product is: [CH3:1][C:2]1[CH:9]=[CH:8][C:5]([CH2:6][NH:7][CH2:1][C:2]2[CH:9]=[CH:8][C:5]([CH3:6])=[CH:4][CH:3]=2)=[CH:4][CH:3]=1. (8) Given the reactants O.C([O-])(=O)C.[Na+].[Cl:7][C:8]1[C:9]([OH:18])=[C:10]([CH:12]=[C:13]([Cl:17])[C:14]=1[CH2:15][CH3:16])[NH2:11].[CH3:19][C:20]([C:24]1[CH:36]=[C:35]([C:37]([CH3:41])([CH3:40])[CH2:38][CH3:39])[CH:34]=[CH:33][C:25]=1[O:26][CH:27]([CH2:31][CH3:32])[C:28](Cl)=[O:29])([CH3:23])[CH2:21][CH3:22], predict the reaction product. The product is: [CH3:23][C:20]([C:24]1[CH:36]=[C:35]([C:37]([CH3:40])([CH3:41])[CH2:38][CH3:39])[CH:34]=[CH:33][C:25]=1[O:26][CH:27]([CH2:31][CH3:32])[C:28]([NH:11][C:10]1[CH:12]=[C:13]([Cl:17])[C:14]([CH2:15][CH3:16])=[C:8]([Cl:7])[C:9]=1[OH:18])=[O:29])([CH3:19])[CH2:21][CH3:22].